From a dataset of Full USPTO retrosynthesis dataset with 1.9M reactions from patents (1976-2016). Predict the reactants needed to synthesize the given product. (1) Given the product [NH2:38][C@H:35]1[CH2:34][CH2:33][C@H:32]([NH:31][C:29]2[N:28]=[C:27]3[C:23]([N:24]=[CH:25][NH:26]3)=[C:22]([N:18]3[C:19]4[C:15](=[CH:14][C:13]([NH:12][C:10]([NH:9][C:6]5[CH:7]=[CH:8][C:3]([N:2]([CH3:53])[CH3:1])=[CH:4][CH:5]=5)=[O:11])=[CH:21][CH:20]=4)[CH2:16][CH2:17]3)[N:30]=2)[CH2:37][CH2:36]1, predict the reactants needed to synthesize it. The reactants are: [CH3:1][N:2]([CH3:53])[C:3]1[CH:8]=[CH:7][C:6]([NH:9][C:10]([NH:12][C:13]2[CH:14]=[C:15]3[C:19](=[CH:20][CH:21]=2)[N:18]([C:22]2[N:30]=[C:29]([NH:31][C@H:32]4[CH2:37][CH2:36][C@H:35]([NH:38]C(OC(C)(C)C)=O)[CH2:34][CH2:33]4)[N:28]=[C:27]4[C:23]=2[N:24]=[CH:25][N:26]4C(OC(C)(C)C)=O)[CH2:17][CH2:16]3)=[O:11])=[CH:5][CH:4]=1.Cl. (2) Given the product [CH3:13][Sn:14]([CH3:16])([CH3:15])[C:7]1[CH:12]=[CH:11][CH:10]=[CH:9][N:8]=1, predict the reactants needed to synthesize it. The reactants are: C([Li])CCC.Br[C:7]1[CH:12]=[CH:11][CH:10]=[CH:9][N:8]=1.[CH3:13][Sn:14](Cl)([CH3:16])[CH3:15].C1COCC1. (3) The reactants are: [CH2:1]([C@@:3]12[C@@:14]([CH2:16][CH2:17][C:18]3[C:23]([CH2:24][C:25]([OH:27])=O)=[C:22]([F:28])[CH:21]=[CH:20][N:19]=3)([OH:15])[CH2:13][CH2:12][C:11]1=[CH:10][C:9]1[N:8]([C:29]3[CH:34]=[CH:33][C:32]([F:35])=[CH:31][CH:30]=3)[N:7]=[CH:6][C:5]=1[CH2:4]2)[CH3:2].N.C[N:38]1CCOCC1.CN(C(ON1N=NC2C=CC=NC1=2)=[N+](C)C)C.F[P-](F)(F)(F)(F)F. Given the product [CH2:1]([C@@:3]12[C@@:14]([CH2:16][CH2:17][C:18]3[C:23]([CH2:24][C:25]([NH2:38])=[O:27])=[C:22]([F:28])[CH:21]=[CH:20][N:19]=3)([OH:15])[CH2:13][CH2:12][C:11]1=[CH:10][C:9]1[N:8]([C:29]3[CH:34]=[CH:33][C:32]([F:35])=[CH:31][CH:30]=3)[N:7]=[CH:6][C:5]=1[CH2:4]2)[CH3:2], predict the reactants needed to synthesize it. (4) The reactants are: [OH:1][CH2:2][C:3]1[C:8]2[CH:9]([OH:16])[CH2:10][CH2:11][C:12]([CH3:15])([CH3:14])[CH2:13][C:7]=2[CH:6]=[CH:5][CH:4]=1.C(N(CC)CC)C.[C:24]([Si:28]([CH3:31])([CH3:30])Cl)([CH3:27])([CH3:26])[CH3:25].O. Given the product [Si:28]([O:1][CH2:2][C:3]1[C:8]2[CH:9]([OH:16])[CH2:10][CH2:11][C:12]([CH3:14])([CH3:15])[CH2:13][C:7]=2[CH:6]=[CH:5][CH:4]=1)([C:24]([CH3:27])([CH3:26])[CH3:25])([CH3:31])[CH3:30], predict the reactants needed to synthesize it. (5) Given the product [CH3:30][N:31]([CH3:32])[C:27](=[O:29])[CH2:26][C@H:15]1[N:14]([S:11]([C:9]2[CH:8]=[CH:7][CH:6]=[C:5]3[C:10]=2[N:1]=[CH:2][CH:3]=[CH:4]3)(=[O:12])=[O:13])[CH2:21][C:20]2[CH:22]=[CH:23][CH:24]=[CH:25][C:19]=2[CH2:18][O:17][CH2:16]1, predict the reactants needed to synthesize it. The reactants are: [N:1]1[C:10]2[C:5](=[CH:6][CH:7]=[CH:8][C:9]=2[S:11]([N:14]2[CH2:21][C:20]3[CH:22]=[CH:23][CH:24]=[CH:25][C:19]=3[CH2:18][O:17][CH2:16][C@H:15]2[CH2:26][C:27]([OH:29])=O)(=[O:13])=[O:12])[CH:4]=[CH:3][CH:2]=1.[CH3:30][NH:31][CH3:32].C(N(CC)CC)C. (6) Given the product [I:1][C:2]1[CH:3]=[CH:4][C:5]([N+:10]([O-:12])=[O:11])=[C:6]([CH:7]=[N:37][C:19]([O:18][Si:17]([CH3:32])([CH3:31])[CH3:13])=[CH2:20])[CH:9]=1, predict the reactants needed to synthesize it. The reactants are: [I:1][C:2]1[CH:3]=[CH:4][C:5]([N+:10]([O-:12])=[O:11])=[C:6]([CH:9]=1)[CH:7]=O.[C:13]([Si:17]([CH3:32])([CH3:31])[O:18][CH2:19][CH2:20]OC1C=CC(I)=CC=1C=O)(C)(C)C.C[Si]([NH:37][Si](C)(C)C)(C)C.C([Li])CCC.C[Si](Cl)(C)C.C(N(CC)CC)C.C(Cl)(=O)C.